From a dataset of Catalyst prediction with 721,799 reactions and 888 catalyst types from USPTO. Predict which catalyst facilitates the given reaction. (1) Reactant: C(NC(C)C)(C)C.O1CCCC1.C([Li])CCC.[NH2:18][C:19]1[C:20]([Cl:28])=[C:21]([CH:25]=[CH:26][CH:27]=1)[C:22]([OH:24])=[O:23].[N:29]([CH2:32][CH2:33][CH2:34][CH3:35])=[C:30]=[O:31]. Product: [CH2:32]([NH:29][C:30](=[O:31])[NH:18][C:19]1[C:20]([Cl:28])=[C:21]([CH:25]=[CH:26][CH:27]=1)[C:22]([OH:24])=[O:23])[CH2:33][CH2:34][CH3:35]. The catalyst class is: 81. (2) Reactant: [CH2:1]([C:9]1[CH:15]=[CH:14][C:12]([NH2:13])=[CH:11][CH:10]=1)[CH2:2][CH2:3][CH2:4][CH2:5][CH2:6][CH2:7][CH3:8].OO.[I:18]I. Product: [I:18][C:14]1[CH:15]=[C:9]([CH2:1][CH2:2][CH2:3][CH2:4][CH2:5][CH2:6][CH2:7][CH3:8])[CH:10]=[CH:11][C:12]=1[NH2:13]. The catalyst class is: 5. (3) Reactant: ClC1SC2[NH:6][C:7]([C:9]([NH:11][CH:12]3[CH2:21][C:20]4[C:15](=CC=CC=4)[N:14](CC4NN=NN=4)[C:13]3=O)=[O:10])=[CH:8]C=2C=1.FC(F)(F)C(O)=O. Product: [NH2:6][CH:7]1[CH2:8][C:21]2[C:12](=[CH:13][N:14]=[CH:15][CH:20]=2)[NH:11][C:9]1=[O:10]. The catalyst class is: 2. (4) Reactant: [CH2:1]([N:3]([CH2:6][CH3:7])[CH2:4][CH3:5])[CH3:2].[C:8](=[O:15])([O:12][CH2:13][CH3:14])[O:9]CC. Product: [C:8](=[O:9])([O-:15])[O-:12].[CH3:6][N+:3]([CH2:13][CH3:14])([CH2:4][CH3:5])[CH2:1][CH3:2].[CH3:8][N+:3]([CH2:6][CH3:7])([CH2:4][CH3:5])[CH2:1][CH3:2]. The catalyst class is: 5. (5) Reactant: [N:1]1([C:5]([C:7]2[CH:41]=[CH:40][C:10]([O:11][C:12]3[CH:13]=[C:14]([CH:25]=[C:26]([O:28][C@@H:29]([CH3:39])[CH2:30][O:31][Si](C(C)(C)C)(C)C)[CH:27]=3)[C:15]([NH:17][C:18]3[CH:23]=[N:22][C:21]([CH3:24])=[CH:20][N:19]=3)=[O:16])=[C:9]([F:42])[CH:8]=2)=[O:6])[CH2:4][CH2:3][CH2:2]1. Product: [N:1]1([C:5]([C:7]2[CH:41]=[CH:40][C:10]([O:11][C:12]3[CH:13]=[C:14]([CH:25]=[C:26]([O:28][C@@H:29]([CH3:39])[CH2:30][OH:31])[CH:27]=3)[C:15]([NH:17][C:18]3[CH:23]=[N:22][C:21]([CH3:24])=[CH:20][N:19]=3)=[O:16])=[C:9]([F:42])[CH:8]=2)=[O:6])[CH2:2][CH2:3][CH2:4]1. The catalyst class is: 240. (6) Reactant: [Cl:1][C:2]1[CH:7]=[CH:6][CH:5]=[C:4]([Cl:8])[C:3]=1[S:9]([NH2:12])(=[O:11])=[O:10].[N+:13]([O-])([OH:15])=[O:14].O. Product: [Cl:1][C:2]1[C:7]([N+:13]([O-:15])=[O:14])=[CH:6][CH:5]=[C:4]([Cl:8])[C:3]=1[S:9]([NH2:12])(=[O:10])=[O:11]. The catalyst class is: 65. (7) Reactant: [CH2:1]([O:8][C:9]1[CH:10]=[C:11]([CH:14]=[CH:15][C:16]=1[O:17][CH3:18])[CH:12]=O)[C:2]1[CH:7]=[CH:6][CH:5]=[CH:4][CH:3]=1.[CH3:19][O:20][CH:21]([O:24][CH3:25])[CH2:22][NH2:23].COC(OC)OC. Product: [CH2:1]([O:8][C:9]1[CH:10]=[C:11]([CH:14]=[CH:15][C:16]=1[O:17][CH3:18])[CH:12]=[N:23][CH2:22][CH:21]([O:24][CH3:25])[O:20][CH3:19])[C:2]1[CH:7]=[CH:6][CH:5]=[CH:4][CH:3]=1. The catalyst class is: 26. (8) Reactant: [Cl:1][C:2]1[CH:3]=[N+:4]([O-:31])[CH:5]=[C:6]([Cl:30])[C:7]=1[CH2:8][C@@H:9]([C:15]1[CH:20]=[CH:19][C:18]([O:21][CH:22]([F:24])[F:23])=[C:17]([O:25][CH2:26][CH:27]2[CH2:29][CH2:28]2)[CH:16]=1)[O:10][C:11](=[O:14])[CH2:12][OH:13].[Cl:32][C:33]1[CH:41]=[CH:40][C:36]([C:37](O)=[O:38])=[CH:35][N:34]=1.C(Cl)CCl. Product: [Cl:30][C:6]1[CH:5]=[N+:4]([O-:31])[CH:3]=[C:2]([Cl:1])[C:7]=1[CH2:8][C@H:9]([O:10][C:11](=[O:14])[CH2:12][O:13][C:37](=[O:38])[C:36]1[CH:40]=[CH:41][C:33]([Cl:32])=[N:34][CH:35]=1)[C:15]1[CH:20]=[CH:19][C:18]([O:21][CH:22]([F:24])[F:23])=[C:17]([O:25][CH2:26][CH:27]2[CH2:29][CH2:28]2)[CH:16]=1. The catalyst class is: 64.